Predict the reaction yield, written as a fraction of the theoretical maximum amount of product (1.0 means a 100% yield; for example, 0.34 means a 34% yield). From a dataset of Reaction yield outcomes from USPTO patents with 853,638 reactions. (1) The reactants are FC(F)(F)C(O)=O.[C:8]([O:11][CH2:12][C:13]([CH3:42])([CH3:41])[CH2:14][CH:15]1[C:19]2([C:27]3[C:22](=[CH:23][C:24]([Cl:28])=[CH:25][CH:26]=3)[NH:21][C:20]2=[O:29])[CH:18]([C:30]2[CH:35]=[CH:34][CH:33]=[C:32]([Cl:36])[C:31]=2[F:37])[CH:17]([C:38]([OH:40])=O)[NH:16]1)(=[O:10])[CH3:9].C(N(C(C)C)CC)(C)C.C1(P(Cl)(C2C=CC=CC=2)=O)C=CC=CC=1.[NH2:67][C:68]1[CH:75]=[CH:74][C:71]([C:72]#[N:73])=[CH:70][CH:69]=1. No catalyst specified. The product is [Cl:28][C:24]1[CH:23]=[C:22]2[NH:21][C:20](=[O:29])[C@:19]3([C@@H:18]([C:30]4[CH:35]=[CH:34][CH:33]=[C:32]([Cl:36])[C:31]=4[F:37])[C@H:17]([C:38](=[O:40])[NH:67][C:68]4[CH:75]=[CH:74][C:71]([C:72]#[N:73])=[CH:70][CH:69]=4)[NH:16][C@H:15]3[CH2:14][C:13]([CH3:42])([CH3:41])[CH2:12][O:11][C:8](=[O:10])[CH3:9])[C:27]2=[CH:26][CH:25]=1. The yield is 0.400. (2) The reactants are [C:1]12[C:7](=[CH:8][CH:9]=[CH:10][CH:11]=1)[NH:6]C(=O)[O:4][C:2]2=O.[CH3:13][O:14][C:15]1[CH:21]=[CH:20][C:18]([NH2:19])=[CH:17][CH:16]=1. The catalyst is C1(C)C=CC=CC=1. The product is [NH2:6][C:7]1[CH:8]=[CH:9][CH:10]=[CH:11][C:1]=1[C:2]([NH:19][C:18]1[CH:20]=[CH:21][C:15]([O:14][CH3:13])=[CH:16][CH:17]=1)=[O:4]. The yield is 0.730. (3) The reactants are [CH2:1]([N:8]1[CH2:12][C@H:11]2[C:13]3[CH:14]=[CH:15][C:16](Br)=[C:17]([Cl:21])[C:18]=3[CH2:19][O:20][C@@:10]2([CH3:23])[CH2:9]1)[C:2]1[CH:7]=[CH:6][CH:5]=[CH:4][CH:3]=1.[C:24](=O)([O-])[O-].[K+].[K+].CB1OB(C)OB(C)O1. The catalyst is O1CCOCC1.O. The product is [CH2:1]([N:8]1[CH2:12][C@H:11]2[C:13]3[CH:14]=[CH:15][C:16]([CH3:24])=[C:17]([Cl:21])[C:18]=3[CH2:19][O:20][C@@:10]2([CH3:23])[CH2:9]1)[C:2]1[CH:7]=[CH:6][CH:5]=[CH:4][CH:3]=1. The yield is 0.860. (4) The reactants are Cl[CH2:2][C:3]([NH:5][CH2:6][CH2:7][CH2:8][C:9]([NH:11][C:12]1[CH:13]=[C:14]2[C:19](=[CH:20][CH:21]=1)[N:18]=[CH:17][N:16]=[C:15]2[NH:22][C:23]1[CH:28]=[CH:27][C:26]([O:29][C:30]2[CH:31]=[N:32][C:33]([CH3:36])=[CH:34][CH:35]=2)=[C:25]([CH3:37])[CH:24]=1)=[O:10])=[O:4].[NH:38]1[CH2:43][CH2:42][O:41][CH2:40][CH2:39]1.C(=O)([O-])[O-].[K+].[K+]. The catalyst is CN(C=O)C.O. The product is [CH3:37][C:25]1[CH:24]=[C:23]([NH:22][C:15]2[C:14]3[C:19](=[CH:20][CH:21]=[C:12]([NH:11][C:9](=[O:10])[CH2:8][CH2:7][CH2:6][NH:5][C:3](=[O:4])[CH2:2][N:38]4[CH2:43][CH2:42][O:41][CH2:40][CH2:39]4)[CH:13]=3)[N:18]=[CH:17][N:16]=2)[CH:28]=[CH:27][C:26]=1[O:29][C:30]1[CH:31]=[N:32][C:33]([CH3:36])=[CH:34][CH:35]=1. The yield is 0.380.